Task: Predict the product of the given reaction.. Dataset: Forward reaction prediction with 1.9M reactions from USPTO patents (1976-2016) (1) Given the reactants OO.[Cl-:3].[Na+].ClO.[NH2:7][CH2:8][CH2:9][S:10]([OH:13])(=[O:12])=[O:11], predict the reaction product. The product is: [NH2:7][Cl:3].[NH2:7][CH2:8][CH2:9][S:10]([OH:13])(=[O:12])=[O:11]. (2) Given the reactants C(=O)([O-])[O-].[K+].[K+].[CH3:7][O:8][C:9]([C:11]1[C:19]2[C:14](=[CH:15][CH:16]=[CH:17][CH:18]=2)[NH:13][CH:12]=1)=[O:10].Cl[C:21]1[C:30]2[C:25](=[CH:26][CH:27]=[CH:28][CH:29]=2)[CH:24]=[CH:23][N:22]=1, predict the reaction product. The product is: [CH3:7][O:8][C:9]([C:11]1[C:19]2[C:14](=[CH:15][CH:16]=[CH:17][CH:18]=2)[N:13]([C:21]2[C:30]3[C:25](=[CH:26][CH:27]=[CH:28][CH:29]=3)[CH:24]=[CH:23][N:22]=2)[CH:12]=1)=[O:10]. (3) The product is: [CH3:8][C@H:9]1[CH2:10][C@@H:11]([CH2:14][N:15]2[C:23]3[C:18](=[CH:19][C:20]([C:24]4[CH:25]=[N:26][N:27]([CH:29]5[CH2:34][CH2:33][CH2:32][CH2:31][O:30]5)[CH:28]=4)=[CH:21][CH:22]=3)[CH:17]=[N:16]2)[CH2:12][N:13]1[C:35](=[O:44])[CH2:36][CH2:37][C:38]1[CH:43]=[CH:42][CH:41]=[CH:40][CH:39]=1. Given the reactants C(N(CC)CC)C.[CH3:8][C@H:9]1[NH:13][CH2:12][C@@H:11]([CH2:14][N:15]2[C:23]3[C:18](=[CH:19][C:20]([C:24]4[CH:25]=[N:26][N:27]([CH:29]5[CH2:34][CH2:33][CH2:32][CH2:31][O:30]5)[CH:28]=4)=[CH:21][CH:22]=3)[CH:17]=[N:16]2)[CH2:10]1.[C:35](Cl)(=[O:44])[CH2:36][CH2:37][C:38]1[CH:43]=[CH:42][CH:41]=[CH:40][CH:39]=1.C(=O)(O)[O-].[Na+], predict the reaction product. (4) Given the reactants [CH3:1][C:2]1([C:7]2[O:11][C:10]([CH2:12][N:13]3[N:17]=[C:16]([NH2:18])[CH:15]=[N:14]3)=[CH:9][CH:8]=2)[O:6]CCO1.[CH3:19][N:20]([CH3:35])[C:21]1[CH:22]=[C:23]([C:27]2[O:31][CH:30]=[N:29][C:28]=2[C:32](O)=[O:33])[CH:24]=[CH:25][CH:26]=1, predict the reaction product. The product is: [C:2]([C:7]1[O:11][C:10]([CH2:12][N:13]2[N:17]=[C:16]([NH:18][C:32]([C:28]3[N:29]=[CH:30][O:31][C:27]=3[C:23]3[CH:24]=[CH:25][CH:26]=[C:21]([N:20]([CH3:35])[CH3:19])[CH:22]=3)=[O:33])[CH:15]=[N:14]2)=[CH:9][CH:8]=1)(=[O:6])[CH3:1]. (5) Given the reactants [CH2:1]([O:8][C:9]1[C:10]([C:18]([O:20][CH3:21])=[O:19])=[N:11][NH:12][C:13]=1[C:14]([O:16][CH3:17])=[O:15])[C:2]1[CH:7]=[CH:6][CH:5]=[CH:4][CH:3]=1.Br[C:23]([Br:26])([CH3:25])C.[C:27]([O-])([O-])=O.[Cs+].[Cs+], predict the reaction product. The product is: [CH2:1]([O:8][C:9]1[C:13]([C:14]([O:16][CH3:17])=[O:15])=[N:12][N:11]([CH2:27][CH2:25][CH2:23][Br:26])[C:10]=1[C:18]([O:20][CH3:21])=[O:19])[C:2]1[CH:7]=[CH:6][CH:5]=[CH:4][CH:3]=1. (6) Given the reactants [O:1]=[C:2]1[CH:17]2[N:5]([CH2:6][C:7]3[NH:8][C:9]4[CH:10]=[CH:11][CH:12]=[CH:13][C:14]=4[C:15]=3[CH2:16]2)[C:4](=[O:18])[N:3]1[CH2:19][CH2:20][CH2:21][C:22]([O:24][CH3:25])=[O:23].C([O-])([O-])=O.[Cs+].[Cs+].Br[CH2:33][CH2:34][CH2:35][C:36]1[CH:41]=[CH:40][CH:39]=[CH:38][CH:37]=1, predict the reaction product. The product is: [O:1]=[C:2]1[CH:17]2[N:5]([CH2:6][C:7]3[N:8]([CH2:33][CH2:34][CH2:35][C:36]4[CH:41]=[CH:40][CH:39]=[CH:38][CH:37]=4)[C:9]4[CH:10]=[CH:11][CH:12]=[CH:13][C:14]=4[C:15]=3[CH2:16]2)[C:4](=[O:18])[N:3]1[CH2:19][CH2:20][CH2:21][C:22]([O:24][CH3:25])=[O:23]. (7) Given the reactants [Cl:1][C:2]1[N:7]=[N:6][C:5]([C:8]([F:21])(C(OCC)=O)[C:9]([O:11][C:12](C)(C)[CH3:13])=[O:10])=[CH:4][CH:3]=1.ClCCl, predict the reaction product. The product is: [Cl:1][C:2]1[N:7]=[N:6][C:5]([CH:8]([F:21])[C:9]([O:11][CH2:12][CH3:13])=[O:10])=[CH:4][CH:3]=1. (8) The product is: [Br:9][C:10]1[CH:11]=[C:12]([CH:15]=[CH:16][CH:17]=1)[CH2:13][N:1]1[CH2:6][CH2:5][O:4][CH2:3][CH2:2]1. Given the reactants [NH:1]1[CH2:6][CH2:5][O:4][CH2:3][CH2:2]1.[H-].[Na+].[Br:9][C:10]1[CH:11]=[C:12]([CH:15]=[CH:16][CH:17]=1)[CH2:13]Br, predict the reaction product.